From a dataset of Reaction yield outcomes from USPTO patents with 853,638 reactions. Predict the reaction yield, written as a fraction of the theoretical maximum amount of product (1.0 means a 100% yield; for example, 0.34 means a 34% yield). (1) The reactants are [Br:1][C:2]1[CH:7]=[CH:6][C:5]([NH:8][C:9]2[C:10]([C:20]([OH:22])=O)=[CH:11][C:12]3[N:16]([CH3:17])[CH:15]=[N:14][C:13]=3[C:18]=2[F:19])=[C:4]([Cl:23])[CH:3]=1.[CH:24]([O:26][CH2:27][CH2:28][O:29][NH2:30])=[CH2:25].C1C=CC2N(O)N=NC=2C=1.C(N(CC)CC)C.CCN=C=NCCCN(C)C. The catalyst is CN(C)C=O.C(OCC)(=O)C. The product is [CH:24]([O:26][CH2:27][CH2:28][O:29][NH:30][C:20]([C:10]1[C:9]([NH:8][C:5]2[CH:6]=[CH:7][C:2]([Br:1])=[CH:3][C:4]=2[Cl:23])=[C:18]([F:19])[C:13]2[N:14]=[CH:15][N:16]([CH3:17])[C:12]=2[CH:11]=1)=[O:22])=[CH2:25]. The yield is 0.900. (2) The product is [CH3:1][C:2]1[CH:7]=[CH:6][C:5]([S:8]([O:11][CH2:12][CH:13]2[CH2:17][C:16]3[C:18]([C:23]4[CH:28]=[CH:27][CH:26]=[CH:25][CH:24]=4)=[CH:19][CH:20]=[CH:21][C:15]=3[O:14]2)(=[O:10])=[O:9])=[CH:4][CH:3]=1. The reactants are [CH3:1][C:2]1[CH:7]=[CH:6][C:5]([S:8]([O:11][CH2:12][CH:13]2[CH2:17][C:16]3[C:18](Br)=[CH:19][CH:20]=[CH:21][C:15]=3[O:14]2)(=[O:10])=[O:9])=[CH:4][CH:3]=1.[C:23]1(B(O)O)[CH:28]=[CH:27][CH:26]=[CH:25][CH:24]=1.C(=O)([O-])[O-].[K+].[K+]. The catalyst is O1CCOCC1.C(OCC)C.CC1C=CC=CC=1[P](C1C=CC=CC=1C)([Pd](Cl)(Cl)[P](C1=C(C)C=CC=C1)(C1C=CC=CC=1C)C1C=CC=CC=1C)C1C=CC=CC=1C. The yield is 0.730. (3) The yield is 0.980. The reactants are [O:1]1[CH2:6][CH2:5][CH:4]([NH:7][CH2:8][C:9]2[CH:10]=[C:11]([CH:16]=[CH:17][CH:18]=2)[C:12]([O:14][CH3:15])=[O:13])[CH2:3][CH2:2]1.C1COCC1.[CH3:24][C:25]([O:28][C:29](O[C:29]([O:28][C:25]([CH3:27])([CH3:26])[CH3:24])=[O:30])=[O:30])([CH3:27])[CH3:26].CCN(CC)CC. The catalyst is O. The product is [C:25]([O:28][C:29]([N:7]([CH2:8][C:9]1[CH:10]=[C:11]([CH:16]=[CH:17][CH:18]=1)[C:12]([O:14][CH3:15])=[O:13])[CH:4]1[CH2:3][CH2:2][O:1][CH2:6][CH2:5]1)=[O:30])([CH3:27])([CH3:26])[CH3:24]. (4) The reactants are Cl[C:2]1[N:7]=[C:6]([N:8]2[CH2:13][CH2:12][N:11]([C:14]([O:16][C:17]([CH3:20])([CH3:19])[CH3:18])=[O:15])[CH2:10][CH2:9]2)[CH:5]=[N:4][CH:3]=1.[F:21][C:22]1[CH:27]=[C:26]([F:28])[CH:25]=[CH:24][C:23]=1OB(O)O.C(=O)([O-])[O-].[Na+].[Na+].C1(C)C=CC=CC=1. The catalyst is O. The product is [F:21][C:22]1[CH:27]=[C:26]([F:28])[CH:25]=[CH:24][C:23]=1[C:2]1[N:7]=[C:6]([N:8]2[CH2:13][CH2:12][N:11]([C:14]([O:16][C:17]([CH3:20])([CH3:19])[CH3:18])=[O:15])[CH2:10][CH2:9]2)[CH:5]=[N:4][CH:3]=1. The yield is 0.810. (5) The product is [F:3][C:4]1[CH:5]=[C:6]([C:13]2([C:14]([O:16][CH3:17])=[O:15])[CH2:20][CH2:19]2)[CH:7]=[C:8]([F:12])[C:9]=1[O:10][CH3:11]. The reactants are [H-].[Na+].[F:3][C:4]1[CH:5]=[C:6]([CH2:13][C:14]([O:16][CH3:17])=[O:15])[CH:7]=[C:8]([F:12])[C:9]=1[O:10][CH3:11].Br[CH2:19][CH2:20]Br. The catalyst is CN(C=O)C. The yield is 0.780. (6) The reactants are [Br:1][C:2]1[CH:11]=[CH:10][C:5]([C:6](OC)=[O:7])=[CH:4][C:3]=1[CH3:12].[H-].[H-].[H-].[H-].[Li+].[Al+3]. The catalyst is C1COCC1. The product is [Br:1][C:2]1[CH:11]=[CH:10][C:5]([CH2:6][OH:7])=[CH:4][C:3]=1[CH3:12]. The yield is 0.960. (7) The reactants are [NH2:1][C:2]1[CH:3]=[CH:4][C:5]([Br:18])=[C:6]([NH:8][C:9](=[O:17])[CH2:10][N:11]2[CH2:16][CH2:15][O:14][CH2:13][CH2:12]2)[CH:7]=1.[C:19]1([C:28]2[CH:33]=[CH:32][CH:31]=[CH:30][CH:29]=2)[CH:24]=[CH:23][C:22]([C:25](O)=[O:26])=[CH:21][CH:20]=1.F[P-](F)(F)(F)(F)F.N1(O[P+](N2CCCC2)(N2CCCC2)N2CCCC2)C2C=CC=CC=2N=N1.C(N(C(C)C)CC)(C)C. The catalyst is CN(C=O)C. The product is [Br:18][C:5]1[CH:4]=[CH:3][C:2]([NH:1][C:25]([C:22]2[CH:23]=[CH:24][C:19]([C:28]3[CH:29]=[CH:30][CH:31]=[CH:32][CH:33]=3)=[CH:20][CH:21]=2)=[O:26])=[CH:7][C:6]=1[NH:8][C:9](=[O:17])[CH2:10][N:11]1[CH2:12][CH2:13][O:14][CH2:15][CH2:16]1. The yield is 0.520. (8) The reactants are Cl[CH2:2][CH2:3][CH2:4][CH2:5][O:6][C:7]1[CH:16]=[C:15]2[C:10]([C:11]([O:17][C:18]3[CH:23]=[CH:22][C:21]([CH3:24])=[CH:20][C:19]=3[C:25]([C:27]3[CH:32]=[CH:31][CH:30]=[CH:29][CH:28]=3)=[O:26])=[CH:12][CH:13]=[N:14]2)=[CH:9][C:8]=1[O:33][CH3:34].[NH:35]1[CH2:40][CH2:39][O:38][CH2:37][CH2:36]1.C(=O)([O-])[O-].[K+].[K+].O. The catalyst is CN(C)C=O. The product is [CH3:24][C:21]1[CH:22]=[CH:23][C:18]([O:17][C:11]2[C:10]3[C:15](=[CH:16][C:7]([O:6][CH2:5][CH2:4][CH2:3][CH2:2][N:35]4[CH2:40][CH2:39][O:38][CH2:37][CH2:36]4)=[C:8]([O:33][CH3:34])[CH:9]=3)[N:14]=[CH:13][CH:12]=2)=[C:19]([C:25]([C:27]2[CH:32]=[CH:31][CH:30]=[CH:29][CH:28]=2)=[O:26])[CH:20]=1. The yield is 0.550.